This data is from Peptide-MHC class I binding affinity with 185,985 pairs from IEDB/IMGT. The task is: Regression. Given a peptide amino acid sequence and an MHC pseudo amino acid sequence, predict their binding affinity value. This is MHC class I binding data. (1) The peptide sequence is TVKSMILHEIL. The MHC is HLA-A03:01 with pseudo-sequence HLA-A03:01. The binding affinity (normalized) is 0. (2) The peptide sequence is RQFPTAREF. The MHC is Mamu-B52 with pseudo-sequence Mamu-B52. The binding affinity (normalized) is 0.379. (3) The MHC is HLA-A31:01 with pseudo-sequence HLA-A31:01. The peptide sequence is FPRSAERAG. The binding affinity (normalized) is 0.0847. (4) The peptide sequence is PSRGRLGLSR. The MHC is Patr-A0401 with pseudo-sequence Patr-A0401. The binding affinity (normalized) is 0.239. (5) The peptide sequence is KMVYALLLY. The MHC is HLA-B15:03 with pseudo-sequence HLA-B15:03. The binding affinity (normalized) is 0.907. (6) The peptide sequence is YPKFHRSAM. The MHC is HLA-B18:01 with pseudo-sequence HLA-B18:01. The binding affinity (normalized) is 0.316. (7) The peptide sequence is LVGGREWSY. The MHC is HLA-A02:06 with pseudo-sequence HLA-A02:06. The binding affinity (normalized) is 0.0847.